Regression. Given a peptide amino acid sequence and an MHC pseudo amino acid sequence, predict their binding affinity value. This is MHC class II binding data. From a dataset of Peptide-MHC class II binding affinity with 134,281 pairs from IEDB. The peptide sequence is SDFYGLISERFINYC. The MHC is DRB1_1302 with pseudo-sequence DRB1_1302. The binding affinity (normalized) is 0.249.